From a dataset of Reaction yield outcomes from USPTO patents with 853,638 reactions. Predict the reaction yield, written as a fraction of the theoretical maximum amount of product (1.0 means a 100% yield; for example, 0.34 means a 34% yield). (1) The reactants are [CH3:1][N:2]([CH:4]=[O:5])[CH3:3].[Br:6][C:7]1C(O)=NC=[C:11]([I:13])[CH:12]=1.IC.C([O-])([O-])=O.[K+].[K+]. The catalyst is O. The product is [Br:6][C:7]1[C:4](=[O:5])[N:2]([CH3:3])[CH:1]=[C:11]([I:13])[CH:12]=1. The yield is 0.950. (2) The yield is 0.130. The reactants are [C:1]([NH:7][C:8](=[O:30])[NH:9][C:10]1[N:15]=[CH:14][C:13]([O:16][C:17]2[CH:22]=[CH:21][N:20]=[C:19]([NH:23][C:24](=[O:29])OC(C)=C)[CH:18]=2)=[CH:12][CH:11]=1)(=[O:6])[C:2]([CH3:5])([CH3:4])[CH3:3].Cl.Cl.[CH3:33][N:34]([CH3:41])[CH:35]1[CH2:40][CH2:39][NH:38][CH2:37][CH2:36]1.CN1CCCC1. The product is [CH3:33][N:34]([CH3:41])[CH:35]1[CH2:40][CH2:39][N:38]([C:24]([NH:23][C:19]2[CH:18]=[C:17]([O:16][C:13]3[CH:14]=[N:15][C:10]([NH:9][C:8]([NH:7][C:1](=[O:6])[C:2]([CH3:3])([CH3:5])[CH3:4])=[O:30])=[CH:11][CH:12]=3)[CH:22]=[CH:21][N:20]=2)=[O:29])[CH2:37][CH2:36]1. The catalyst is O1CCOCC1. (3) The reactants are [OH-].[Na+].[OH:3][C:4]1[CH:9]=[CH:8][C:7]([C:10](=[O:15])[CH2:11][CH2:12][CH2:13]Cl)=[CH:6][CH:5]=1.C(O)(=O)C. The catalyst is O. The product is [CH:11]1([C:10]([C:7]2[CH:8]=[CH:9][C:4]([OH:3])=[CH:5][CH:6]=2)=[O:15])[CH2:13][CH2:12]1. The yield is 0.950.